This data is from Reaction yield outcomes from USPTO patents with 853,638 reactions. The task is: Predict the reaction yield, written as a fraction of the theoretical maximum amount of product (1.0 means a 100% yield; for example, 0.34 means a 34% yield). (1) The reactants are FC(F)(F)S(O[C:7]1[CH:12]=[CH:11][N:10]([CH2:13][C:14]2[CH:19]=[CH:18][CH:17]=[C:16]([F:20])[CH:15]=2)[C:9](=[O:21])[C:8]=1[Br:22])(=O)=O.[F:25][C:26]1[CH:33]=[CH:32][C:29]([CH:30]=[CH2:31])=[CH:28][CH:27]=1.C(N(C(C)C)CC)(C)C. The catalyst is CN(C=O)C.Cl[Pd](Cl)([P](C1C=CC=CC=1)(C1C=CC=CC=1)C1C=CC=CC=1)[P](C1C=CC=CC=1)(C1C=CC=CC=1)C1C=CC=CC=1. The product is [Br:22][C:8]1[C:9](=[O:21])[N:10]([CH2:13][C:14]2[CH:19]=[CH:18][CH:17]=[C:16]([F:20])[CH:15]=2)[CH:11]=[CH:12][C:7]=1/[CH:31]=[CH:30]/[C:29]1[CH:32]=[CH:33][C:26]([F:25])=[CH:27][CH:28]=1. The yield is 0.0600. (2) The reactants are I[CH2:2][C@@H:3]([CH3:16])[CH2:4][N:5]1[C:10]2[CH:11]=[CH:12][CH:13]=[CH:14][C:9]=2[O:8][CH2:7][C:6]1=[O:15].[CH2:17]([CH:22]1[CH2:28][CH:27]2[NH:29][CH:24]([CH2:25][CH2:26]2)[CH2:23]1)[CH2:18][CH2:19][CH2:20][CH3:21]. The catalyst is CCN(CC)CC. The product is [CH3:16][C@H:3]([CH2:2][N:29]1[CH:24]2[CH2:25][CH2:26][CH:27]1[CH2:28][CH:22]([CH2:17][CH2:18][CH2:19][CH2:20][CH3:21])[CH2:23]2)[CH2:4][N:5]1[C:10]2[CH:11]=[CH:12][CH:13]=[CH:14][C:9]=2[O:8][CH2:7][C:6]1=[O:15]. The yield is 0.630. (3) The reactants are [Cl:1][C:2]1[C:3]([O:12][C:13]2[CH:18]=[C:17]([O:19][CH:20]([CH3:22])[CH3:21])[CH:16]=[CH:15][C:14]=2[CH2:23][CH2:24][CH2:25][CH:26]=[O:27])=[N:4][CH:5]=[C:6]([C:8]([F:11])([F:10])[F:9])[CH:7]=1.O1CCCC1CCO.[BH4-].[Na+]. The catalyst is O. The product is [Cl:1][C:2]1[C:3]([O:12][C:13]2[CH:18]=[C:17]([O:19][CH:20]([CH3:21])[CH3:22])[CH:16]=[CH:15][C:14]=2[CH2:23][CH2:24][CH2:25][CH2:26][OH:27])=[N:4][CH:5]=[C:6]([C:8]([F:11])([F:10])[F:9])[CH:7]=1. The yield is 0.880. (4) The reactants are [F:1][C:2]([F:18])([F:17])[C:3]1[CH:4]=[C:5]([CH:14]=[CH:15][CH:16]=1)[CH2:6][CH:7]1[S:11][C:10]([NH2:12])=[N:9][C:8]1=[O:13].[C:19]1([N:25]=[C:26]=[O:27])[CH:24]=[CH:23][CH:22]=[CH:21][CH:20]=1. The catalyst is C1(C)C=CC=CC=1. The product is [F:18][C:2]([F:1])([F:17])[C:3]1[CH:4]=[C:5]([CH:14]=[CH:15][CH:16]=1)[CH2:6][CH:7]1[S:11][C:10](=[N:12][C:26]([NH:25][C:19]2[CH:24]=[CH:23][CH:22]=[CH:21][CH:20]=2)=[O:27])[NH:9][C:8]1=[O:13]. The yield is 0.970. (5) The reactants are [CH3:1][C:2]1[CH:11]=[CH:10][C:5]([C:6]([O:8][CH3:9])=[O:7])=[CH:4][C:3]=1[B:12]1[O:16][C:15]([CH3:18])([CH3:17])[C:14]([CH3:20])([CH3:19])[O:13]1.[Br:21]N1C(=O)CCC1=O. The catalyst is C(#N)C.CC(N=NC(C#N)(C)C)(C#N)C. The product is [Br:21][CH2:1][C:2]1[CH:11]=[CH:10][C:5]([C:6]([O:8][CH3:9])=[O:7])=[CH:4][C:3]=1[B:12]1[O:13][C:14]([CH3:20])([CH3:19])[C:15]([CH3:18])([CH3:17])[O:16]1. The yield is 0.950. (6) The reactants are [OH:1][CH:2]1[CH2:7][N:6]([C:8]([O:10][CH2:11][CH:12]=[CH2:13])=[O:9])[C@@H:5]([CH2:14][O:15][CH2:16][O:17][CH3:18])[CH2:4][CH:3]1[C:19]([O:21][C:22]([CH3:25])([CH3:24])[CH3:23])=[O:20].[CH3:26][S:27](Cl)(=[O:29])=[O:28].C(N(CC)CC)C.Cl.C1CCN2C(=NCCC2)CC1. The catalyst is ClCCl.CN(C)C1C=CN=CC=1. The product is [CH3:18][O:17][CH2:16][O:15][CH2:14][C@H:5]1[CH2:4][CH:3]([C:19]([O:21][C:22]([CH3:25])([CH3:24])[CH3:23])=[O:20])[CH:2]([O:1][S:27]([CH3:26])(=[O:29])=[O:28])[CH2:7][N:6]1[C:8]([O:10][CH2:11][CH:12]=[CH2:13])=[O:9].[CH3:18][O:17][CH2:16][O:15][CH2:14][C@H:5]1[CH2:4][C:3]([C:19]([O:21][C:22]([CH3:25])([CH3:24])[CH3:23])=[O:20])=[CH:2][CH2:7][N:6]1[C:8]([O:10][CH2:11][CH:12]=[CH2:13])=[O:9]. The yield is 0.150. (7) The reactants are [O:1]1[CH:5]=[CH:4][C:3]([O:6][CH2:7][C@@H:8]2[O:12][C:11](=[O:13])[N:10]([C:14]3[CH:15]=[CH:16][C:17]4[C:23](=[O:24])[CH2:22][CH2:21][CH2:20][CH2:19][C:18]=4[CH:25]=3)[CH2:9]2)=[N:2]1.[BH4-].[Na+]. The catalyst is CO. The product is [OH:24][CH:23]1[C:17]2[CH:16]=[CH:15][C:14]([N:10]3[CH2:9][C@H:8]([CH2:7][O:6][C:3]4[CH:4]=[CH:5][O:1][N:2]=4)[O:12][C:11]3=[O:13])=[CH:25][C:18]=2[CH2:19][CH2:20][CH2:21][CH2:22]1. The yield is 0.520.